Dataset: Forward reaction prediction with 1.9M reactions from USPTO patents (1976-2016). Task: Predict the product of the given reaction. (1) Given the reactants [Br:1][C:2]1[CH:3]=[C:4]([C@@:8]2([CH3:25])[N:13]([CH2:14][C:15]3[CH:20]=[CH:19][C:18]([O:21][CH3:22])=[CH:17][CH:16]=3)[C:12](=[O:23])[C@H:11]([CH3:24])[O:10][CH2:9]2)[CH:5]=[CH:6][CH:7]=1.[CH:26]([N-]C(C)C)(C)C.[Li+].IC, predict the reaction product. The product is: [Br:1][C:2]1[CH:3]=[C:4]([C@@:8]2([CH3:25])[N:13]([CH2:14][C:15]3[CH:20]=[CH:19][C:18]([O:21][CH3:22])=[CH:17][CH:16]=3)[C:12](=[O:23])[C:11]([CH3:26])([CH3:24])[O:10][CH2:9]2)[CH:5]=[CH:6][CH:7]=1. (2) The product is: [C:1]([O:5][C:6]([N:8]1[CH2:9][CH2:10][C@H:11]([C:14]2[CH:19]=[CH:18][C:17]([Br:20])=[CH:16][CH:15]=2)[C@@H:12]([OH:22])[CH2:13]1)=[O:7])([CH3:4])([CH3:2])[CH3:3]. Given the reactants [C:1]([O:5][C:6]([N:8]1[CH2:13][CH:12]=[C:11]([C:14]2[CH:19]=[CH:18][C:17]([Br:20])=[CH:16][CH:15]=2)[CH2:10][CH2:9]1)=[O:7])([CH3:4])([CH3:3])[CH3:2].B.[OH-:22].[Na+].OO, predict the reaction product. (3) The product is: [Br:7][C:4]1[S:3][C:2]([O:18][C:9]2[CH:10]=[CH:11][C:12]3[C:17](=[CH:16][CH:15]=[CH:14][CH:13]=3)[CH:8]=2)=[N:6][CH:5]=1. Given the reactants Br[C:2]1[S:3][C:4]([Br:7])=[CH:5][N:6]=1.[CH:8]1[C:17]2[C:12](=[CH:13][CH:14]=[CH:15][CH:16]=2)[CH:11]=[CH:10][C:9]=1[OH:18].C(=O)([O-])[O-].[K+].[K+], predict the reaction product. (4) Given the reactants [F:1][C:2]1[CH:3]=[C:4]([CH:9]2[N:14]([C:15]([O:17][C:18]3[CH:23]=[CH:22][C:21]([N+:24]([O-:26])=[O:25])=[CH:20][CH:19]=3)=[O:16])[C:13]([O:27]C)=[N:12][C:11]([CH3:29])=[C:10]2[C:30]([O:32][CH3:33])=[O:31])[CH:5]=[CH:6][C:7]=1[F:8].[Br:34]Br, predict the reaction product. The product is: [F:1][C:2]1[CH:3]=[C:4]([CH:9]2[N:14]([C:15]([O:17][C:18]3[CH:23]=[CH:22][C:21]([N+:24]([O-:26])=[O:25])=[CH:20][CH:19]=3)=[O:16])[C:13](=[O:27])[NH:12][C:11]([CH2:29][Br:34])=[C:10]2[C:30]([O:32][CH3:33])=[O:31])[CH:5]=[CH:6][C:7]=1[F:8]. (5) Given the reactants [Cl:1][C:2]1[CH:7]=[C:6]([NH:8][C:9]2[CH:10]=[C:11]([CH:15]=[CH:16][CH:17]=2)C(O)=O)[C:5]([Cl:18])=[CH:4][N:3]=1.Cl.CN(C)CCCN=C=NCC.[OH:31][C:32]1C2N=NNC=2C=CC=1.Cl.[O:42]([NH2:44])[CH3:43].C(N(C(C)C)CC)(C)C, predict the reaction product. The product is: [Cl:1][C:2]1[CH:7]=[C:6]([NH:8][C:9]2[CH:17]=[CH:16][CH:15]=[CH:11][C:10]=2[C:32]([NH:44][O:42][CH3:43])=[O:31])[C:5]([Cl:18])=[CH:4][N:3]=1. (6) The product is: [ClH:47].[C:2]([CH2:5][N:6]1[CH2:7][CH2:8][C:9]2([CH:16]=[C:15]([C:17]3[CH:18]=[CH:19][C:20]([O:24][S:44]([C:41]4[CH:42]=[CH:43][C:38]([CH3:48])=[CH:39][CH:40]=4)(=[O:46])=[O:45])=[CH:21][CH:22]=3)[C:14]3[CH:13]=[CH:31][CH:30]=[CH:29][C:28]=3[O:12]2)[CH2:10][CH2:11]1)([OH:4])=[O:3]. Given the reactants Cl.[C:2]([CH2:5][N:6]1[CH2:11][CH2:10][C:9]2([CH:16]=[C:15]([C:17]3[CH:22]=[C:21](F)[C:20]([O:24]CC)=[C:19](F)[CH:18]=3)[C:14]3[CH:28]=[CH:29][CH:30]=[CH:31][C:13]=3[O:12]2)[CH2:8][CH2:7]1)([OH:4])=[O:3].N1C=CC=CC=1.[C:38]1([CH3:48])[CH:43]=[CH:42][C:41]([S:44]([Cl:47])(=[O:46])=[O:45])=[CH:40][CH:39]=1.O, predict the reaction product. (7) Given the reactants [CH2:1]([NH:6][C:7]([C:9]1[N:10]=[N:11][C:12](Cl)=[CH:13][CH:14]=1)=[O:8])[CH2:2][CH2:3][CH:4]=[CH2:5].[NH:16]1[CH2:21][CH2:20][NH:19][CH2:18][CH2:17]1, predict the reaction product. The product is: [CH2:1]([NH:6][C:7]([C:9]1[N:10]=[N:11][C:12]([N:16]2[CH2:21][CH2:20][NH:19][CH2:18][CH2:17]2)=[CH:13][CH:14]=1)=[O:8])[CH2:2][CH2:3][CH:4]=[CH2:5]. (8) The product is: [Cl:48][C:49]1[C:54]([C:55]([F:57])([F:58])[F:56])=[CH:53][CH:52]=[CH:51][C:50]=1[CH2:59][NH:60][C:7]([CH:6]1[CH2:5][N:4]([C:10]2[CH:15]=[N:14][CH:13]=[CH:12][N:11]=2)[C:3](=[O:16])[N:2]1[CH3:1])=[O:9]. Given the reactants [CH3:1][N:2]1[CH:6]([C:7]([OH:9])=O)[CH2:5][N:4]([C:10]2[CH:15]=[N:14][CH:13]=[CH:12][N:11]=2)[C:3]1=[O:16].C(N1CCOCC1)C.O.ON1C2C=CC=CC=2N=N1.Cl.C(N=C=NCCCN(C)C)C.[Cl:48][C:49]1[C:54]([C:55]([F:58])([F:57])[F:56])=[CH:53][CH:52]=[CH:51][C:50]=1[CH2:59][NH2:60], predict the reaction product.